Dataset: Forward reaction prediction with 1.9M reactions from USPTO patents (1976-2016). Task: Predict the product of the given reaction. (1) Given the reactants [Cl:1][C:2]1[N:7]=[C:6]([N:8]([CH3:29])[C:9]2[CH:28]=[CH:27][C:12]3[N:13]([CH3:26])[C:14]([NH:16][CH2:17][C:18]4[CH:23]=[CH:22][C:21]([O:24][CH3:25])=[CH:20][CH:19]=4)=[N:15][C:11]=3[CH:10]=2)[CH:5]=[CH:4][N:3]=1.[CH3:30][S:31]([CH2:34][CH2:35][C:36]1[CH:37]=[C:38]([NH2:42])[CH:39]=[CH:40][CH:41]=1)(=[O:33])=[O:32], predict the reaction product. The product is: [ClH:1].[CH3:30][S:31]([CH2:34][CH2:35][C:36]1[CH:37]=[C:38]([NH:42][C:2]2[N:7]=[C:6]([N:8]([CH3:29])[C:9]3[CH:28]=[CH:27][C:12]4[N:13]([CH3:26])[C:14]([NH:16][CH2:17][C:18]5[CH:23]=[CH:22][C:21]([O:24][CH3:25])=[CH:20][CH:19]=5)=[N:15][C:11]=4[CH:10]=3)[CH:5]=[CH:4][N:3]=2)[CH:39]=[CH:40][CH:41]=1)(=[O:32])=[O:33]. (2) Given the reactants N[C:2]1[C:10]([Cl:11])=[CH:9][CH:8]=[CH:7][C:3]=1[C:4]([OH:6])=O.[CH2:12]([N:15]1[C:19]([NH2:20])=[N:18][N:17]=[N:16]1)[CH2:13][CH3:14], predict the reaction product. The product is: [Cl:11][C:10]1[CH:2]=[C:3]([CH:7]=[CH:8][CH:9]=1)[C:4]([NH:20][C:19]1[N:15]([CH2:12][CH2:13][CH3:14])[N:16]=[N:17][N:18]=1)=[O:6]. (3) Given the reactants [CH2:1]([O:3][C:4](=[O:18])[CH:5]([O:15][CH2:16][CH3:17])[CH2:6][C:7]1[CH:12]=[CH:11][C:10]([OH:13])=[CH:9][C:8]=1[CH3:14])[CH3:2].Cl[CH2:20][C:21]1[N:22]=[C:23]([C:27]2[CH:32]=[CH:31][CH:30]=[C:29]([C:33]([F:36])([F:35])[F:34])[CH:28]=2)[O:24][C:25]=1[CH3:26].FC(F)(F)C1C=C(C=CC=1)C=O.O=P(Cl)(Cl)Cl.C(=O)([O-])[O-].[Cs+].[Cs+].[I-].[K+], predict the reaction product. The product is: [CH2:1]([O:3][C:4](=[O:18])[CH:5]([O:15][CH2:16][CH3:17])[CH2:6][C:7]1[CH:12]=[CH:11][C:10]([O:13][CH2:20][C:21]2[N:22]=[C:23]([C:27]3[CH:32]=[CH:31][CH:30]=[C:29]([C:33]([F:36])([F:35])[F:34])[CH:28]=3)[O:24][C:25]=2[CH3:26])=[CH:9][C:8]=1[CH3:14])[CH3:2].